From a dataset of Full USPTO retrosynthesis dataset with 1.9M reactions from patents (1976-2016). Predict the reactants needed to synthesize the given product. (1) Given the product [CH2:1]([O:3][C:4]([C@@H:6]1[CH2:10][CH2:9][CH2:8][C@@H:7]1[NH:11][CH2:12][CH2:13][C:14]([CH3:15])([CH3:17])[CH3:16])=[O:5])[CH3:2], predict the reactants needed to synthesize it. The reactants are: [CH2:1]([O:3][C:4]([C:6]1[CH2:10][CH2:9][CH2:8][C:7]=1[NH:11][CH2:12][CH2:13][C:14]([CH3:17])([CH3:16])[CH3:15])=[O:5])[CH3:2].B.N1C=CC=CC=1.C(OC([C@@H]1CCC[C@H]1NCCC(C)(C)C)=O)C. (2) Given the product [Cl:1][C:2]1[CH:10]=[CH:9][C:5]([C:6]([Cl:18])=[O:7])=[CH:4][C:3]=1[I:11], predict the reactants needed to synthesize it. The reactants are: [Cl:1][C:2]1[CH:10]=[CH:9][C:5]([C:6](O)=[O:7])=[CH:4][C:3]=1[I:11].BrC1C=C(C=CC=1F)C([Cl:18])=O.